This data is from CYP1A2 inhibition data for predicting drug metabolism from PubChem BioAssay. The task is: Regression/Classification. Given a drug SMILES string, predict its absorption, distribution, metabolism, or excretion properties. Task type varies by dataset: regression for continuous measurements (e.g., permeability, clearance, half-life) or binary classification for categorical outcomes (e.g., BBB penetration, CYP inhibition). Dataset: cyp1a2_veith. The drug is CC(C)OC(=O)CC12CN(C)CC(CC(=O)OC(C)C)(CN(C)C1)C2=O. The result is 0 (non-inhibitor).